This data is from Full USPTO retrosynthesis dataset with 1.9M reactions from patents (1976-2016). The task is: Predict the reactants needed to synthesize the given product. (1) Given the product [Br:5][C:6]1[C:11]2[CH:1]=[CH:2][NH:12][C:10]=2[C:9]([Br:15])=[CH:8][N:7]=1, predict the reactants needed to synthesize it. The reactants are: [CH:1]([Mg]Br)=[CH2:2].[Br:5][C:6]1[CH:11]=[C:10]([N+:12]([O-])=O)[C:9]([Br:15])=[CH:8][N:7]=1.[Cl-].[NH4+].C(OCC)(=O)C. (2) The reactants are: [C:1]([N:8]1[CH2:13][CH2:12][N:11]([CH2:14][C:15]2[CH:20]=[CH:19][N:18]=[C:17](Cl)[CH:16]=2)[CH2:10][CH2:9]1)([O:3][C:4]([CH3:7])([CH3:6])[CH3:5])=[O:2].[NH2:22][C:23]1[N:24]=[CH:25][C:26]2[C:31]([CH:32]=1)=[CH:30][CH:29]=[CH:28][CH:27]=2.CC1(C)C2C(=C(P(C3C=CC=CC=3)C3C=CC=CC=3)C=CC=2)OC2C(P(C3C=CC=CC=3)C3C=CC=CC=3)=CC=CC1=2.C([O-])([O-])=O.[Cs+].[Cs+]. Given the product [CH:25]1[C:26]2[C:31](=[CH:30][CH:29]=[CH:28][CH:27]=2)[CH:32]=[C:23]([NH:22][C:17]2[CH:16]=[C:15]([CH2:14][N:11]3[CH2:12][CH2:13][N:8]([C:1]([O:3][C:4]([CH3:7])([CH3:6])[CH3:5])=[O:2])[CH2:9][CH2:10]3)[CH:20]=[CH:19][N:18]=2)[N:24]=1, predict the reactants needed to synthesize it. (3) Given the product [CH:30]1([CH2:29][C@H:22]([NH:21][C:19](=[O:20])[C@@H:18]([NH:35][C:36](=[O:47])[C@H:37]([NH:39][C:40](=[O:46])[CH2:41][C:42]([OH:45])([CH3:44])[CH3:43])[CH3:38])[CH2:17][C:11]2[CH:12]=[CH:13][C:14]([O:15][CH3:16])=[C:9]([OH:8])[CH:10]=2)[C:23]([C@@:25]2([CH3:28])[CH2:27][O:26]2)=[O:24])[CH2:34][CH2:33][CH2:32][CH2:31]1, predict the reactants needed to synthesize it. The reactants are: C([O:8][C:9]1[CH:10]=[C:11]([CH2:17][C@H:18]([NH:35][C:36](=[O:47])[C@H:37]([NH:39][C:40](=[O:46])[CH2:41][C:42]([OH:45])([CH3:44])[CH3:43])[CH3:38])[C:19]([NH:21][C@@H:22]([CH2:29][CH:30]2[CH2:34][CH2:33][CH2:32][CH2:31]2)[C:23]([C@@:25]2([CH3:28])[CH2:27][O:26]2)=[O:24])=[O:20])[CH:12]=[CH:13][C:14]=1[O:15][CH3:16])C1C=CC=CC=1. (4) Given the product [OH:9][CH2:10][C:11]1[CH:16]=[CH:15][C:14]([C:2]2[CH:3]=[C:4]([CH:7]=[O:8])[S:5][CH:6]=2)=[CH:13][CH:12]=1, predict the reactants needed to synthesize it. The reactants are: Br[C:2]1[CH:3]=[C:4]([CH:7]=[O:8])[S:5][CH:6]=1.[OH:9][CH2:10][C:11]1[CH:16]=[CH:15][C:14](B(O)O)=[CH:13][CH:12]=1.C(=O)([O-])O.[Na+].O. (5) The reactants are: Cl.Cl.[NH2:3][CH2:4][C@@:5]1([OH:13])[CH:10]2[CH2:11][CH2:12][N:7]([CH2:8][CH2:9]2)[CH2:6]1.C([O-])([O-])=O.[Cs+].[Cs+].[Br:20][C:21]1[CH:22]=[C:23]2[C:28](=[CH:29][CH:30]=1)[CH:27]=[N:26][C:25]([N:31]=[C:32]=S)=[CH:24]2.C(N=C=NC(C)C)(C)C. Given the product [Br:20][C:21]1[CH:22]=[C:23]2[C:28](=[CH:29][CH:30]=1)[CH:27]=[N:26][C:25]([NH:31][C:32]1[O:13][C@:5]3([CH2:4][N:3]=1)[CH:10]1[CH2:9][CH2:8][N:7]([CH2:12][CH2:11]1)[CH2:6]3)=[CH:24]2, predict the reactants needed to synthesize it. (6) Given the product [F:1][C:2]1[C:3]2[N:4]([C:14]([S:17][C:19]3[CH:20]=[C:21]4[C:26](=[CH:27][CH:28]=3)[N:25]=[CH:24][CH:23]=[CH:22]4)=[N:15][N:16]=2)[CH:5]=[C:6]([C:8]2[CH:9]=[N:10][N:11]([CH3:13])[CH:12]=2)[CH:7]=1, predict the reactants needed to synthesize it. The reactants are: [F:1][C:2]1[C:3]2[N:4]([C:14]([SH:17])=[N:15][N:16]=2)[CH:5]=[C:6]([C:8]2[CH:9]=[N:10][N:11]([CH3:13])[CH:12]=2)[CH:7]=1.Br[C:19]1[CH:20]=[C:21]2[C:26](=[CH:27][CH:28]=1)[N:25]=[CH:24][CH:23]=[CH:22]2.CC1(C)C2C(=C(P(C3C=CC=CC=3)C3C=CC=CC=3)C=CC=2)OC2C(P(C3C=CC=CC=3)C3C=CC=CC=3)=CC=CC1=2.CCN(C(C)C)C(C)C.